From a dataset of Cav3 T-type calcium channel HTS with 100,875 compounds. Binary Classification. Given a drug SMILES string, predict its activity (active/inactive) in a high-throughput screening assay against a specified biological target. (1) The molecule is S1C2(N(C(=O)C1)c1ccc(OC)cc1)CCC(CC2)C(C)(C)C. The result is 0 (inactive). (2) The molecule is Brc1ccc(S(=O)(=O)CCC(=O)N2CCN(CC2)c2c(Cl)cccc2)cc1. The result is 1 (active). (3) The drug is N1(CCCCCC)Cc2c(C1)cccc2. The result is 0 (inactive). (4) The result is 0 (inactive). The drug is s1cc(nc1NC(NC(=O)c1occc1)(C(F)(F)F)C(OC)=O)C1CC1.